From a dataset of Full USPTO retrosynthesis dataset with 1.9M reactions from patents (1976-2016). Predict the reactants needed to synthesize the given product. Given the product [NH2:13][C:11]1[C:5]2[C:4]([O:3][CH2:1][CH3:2])=[CH:9][CH:8]=[CH:7][C:6]=2[O:10][S:14](=[O:16])(=[O:15])[N:12]=1, predict the reactants needed to synthesize it. The reactants are: [CH2:1]([O:3][C:4]1[CH:9]=[CH:8][CH:7]=[C:6]([OH:10])[C:5]=1[C:11](=[NH:13])[NH2:12])[CH3:2].[S:14](N1C=CN=C1)(N1C=CN=C1)(=[O:16])=[O:15].